From a dataset of Full USPTO retrosynthesis dataset with 1.9M reactions from patents (1976-2016). Predict the reactants needed to synthesize the given product. (1) Given the product [CH3:30][C:19]1[N:20]=[C:21]2[N:22]([CH2:25][CH2:26][CH2:27][CH:28]2[OH:29])[C:23](=[O:24])[C:18]=1[CH2:17][CH2:16][N:13]1[CH2:14][CH2:15][CH:10]([C:7]2[C:6]3[CH:31]=[CH:32][C:3]([F:2])=[CH:4][C:5]=3[O:9][N:8]=2)[CH2:11][CH2:12]1, predict the reactants needed to synthesize it. The reactants are: Cl.[F:2][C:3]1[CH:32]=[CH:31][C:6]2[C:7]([CH:10]3[CH2:15][CH2:14][N:13]([CH2:16][CH2:17][C:18]4[C:23](=[O:24])[N:22]5[CH2:25][CH2:26][CH2:27][CH:28]([OH:29])[C:21]5=[N:20][C:19]=4[CH3:30])[CH2:12][CH2:11]3)=[N:8][O:9][C:5]=2[CH:4]=1.Cl.C.[OH-].[Na+]. (2) Given the product [F:1][C:2]1[CH:3]=[C:4]([I:9])[C:5]([NH2:8])=[N:6][CH:7]=1, predict the reactants needed to synthesize it. The reactants are: [F:1][C:2]1[CH:3]=[CH:4][C:5]([NH2:8])=[N:6][CH:7]=1.[I:9]([O-])(=O)=O.[K+].[I-].[K+].